This data is from Forward reaction prediction with 1.9M reactions from USPTO patents (1976-2016). The task is: Predict the product of the given reaction. (1) Given the reactants [Br:1][C:2]1[N:7]=[C:6]([C@@:8]([NH:14][C:15](=[O:18])[CH2:16]Cl)([CH2:12][OH:13])[CH:9]([F:11])[F:10])[C:5]([F:19])=[C:4]([Si](CC)(CC)CC)[CH:3]=1.CC(C)([O-])C.[K+], predict the reaction product. The product is: [Br:1][C:2]1[N:7]=[C:6]([C@@:8]2([CH:9]([F:11])[F:10])[NH:14][C:15](=[O:18])[CH2:16][O:13][CH2:12]2)[C:5]([F:19])=[CH:4][CH:3]=1. (2) Given the reactants [F:1][CH:2]([F:35])[O:3][C:4]1[CH:5]=[C:6]([S:10]([N:13]2[C:18]3[CH:19]=[C:20]([C:23]([NH:25][C:26]4[CH:34]=[CH:33][C:29]([C:30]([OH:32])=[O:31])=[CH:28][CH:27]=4)=[O:24])[CH:21]=[CH:22][C:17]=3[O:16][CH2:15][CH2:14]2)(=[O:12])=[O:11])[CH:7]=[CH:8][CH:9]=1.FC(F)O[C:39]1C=C(S(Cl)(=O)=O)C=C[CH:44]=1, predict the reaction product. The product is: [CH2:39]([O:31][C:30](=[O:32])[C:29]1[CH:28]=[CH:27][C:26]([NH:25][C:23]([C:20]2[CH:21]=[CH:22][C:17]3[O:16][CH2:15][CH2:14][N:13]([S:10]([C:6]4[CH:7]=[CH:8][CH:9]=[C:4]([O:3][CH:2]([F:1])[F:35])[CH:5]=4)(=[O:11])=[O:12])[C:18]=3[CH:19]=2)=[O:24])=[CH:34][CH:33]=1)[CH3:44]. (3) Given the reactants [C:1]([C:5]1[C:6](O)=[C:7]([CH:11]=[CH:12][CH:13]=1)[C:8]([OH:10])=[O:9])([CH3:4])([CH3:3])[CH3:2].[CH2:15](Br)[C:16]1[CH:21]=[CH:20][CH:19]=[CH:18][CH:17]=1.[OH-].[K+].CC[OH:27], predict the reaction product. The product is: [CH2:15]([O:27][C:13]1[CH:12]=[CH:11][C:7]([C:8]([OH:10])=[O:9])=[CH:6][C:5]=1[C:1]([CH3:4])([CH3:3])[CH3:2])[C:16]1[CH:21]=[CH:20][CH:19]=[CH:18][CH:17]=1.